From a dataset of Reaction yield outcomes from USPTO patents with 853,638 reactions. Predict the reaction yield, written as a fraction of the theoretical maximum amount of product (1.0 means a 100% yield; for example, 0.34 means a 34% yield). (1) The reactants are [OH-:1].[Na+].CO.[CH2:5]([O:7][P:8]([CH2:13][CH2:14][CH2:15]Br)(=[O:12])[O:9][CH2:10][CH3:11])[CH3:6].Cl.[NH2:18]O. The catalyst is O. The product is [CH2:5]([O:7][P:8]([CH2:13][CH2:14][CH2:15][NH:18][OH:1])(=[O:12])[O:9][CH2:10][CH3:11])[CH3:6]. The yield is 0.743. (2) The reactants are [NH2:1][C:2]1[C:3]([CH3:13])=[C:4]([CH:9]=[CH:10][C:11]=1[F:12])[C:5]([O:7][CH3:8])=[O:6].[N:14]([O-])=O.[Na+].C([O-])(=O)C.[K+].[CH3:23][C:24]([SH:27])([CH3:26])[CH3:25]. The catalyst is Cl.O.C(O)C. The product is [C:24]([S:27][N:14]=[N:1][C:2]1[C:3]([CH3:13])=[C:4]([CH:9]=[CH:10][C:11]=1[F:12])[C:5]([O:7][CH3:8])=[O:6])([CH3:26])([CH3:25])[CH3:23]. The yield is 0.620. (3) The reactants are C(O)(C(F)(F)F)=O.[CH2:8]([O:44][CH:45]1[C@H:49]2[C@H:50](OC3CCCCO3)[N:51](C(OC(C)(C)C)=O)[C:52]3[CH:59]=[C:58]([O:60][CH3:61])[CH:57]=[CH:56][C:53]=3[C:54](=[O:55])[N:48]2[CH2:47][CH2:46]1)[CH2:9][CH2:10][CH2:11][O:12][CH:13]1[C@H:17]2[C@H:18](OC3CCCCO3)[N:19](C(OC(C)(C)C)=O)[C:20]3[CH:27]=[C:26]([O:28][CH3:29])[CH:25]=[CH:24][C:21]=3[C:22](=[O:23])[N:16]2[CH2:15][CH2:14]1.C([O-])(O)=O.[Na+]. The catalyst is CO.C(Cl)(Cl)Cl. The product is [CH2:8]([O:44][CH:45]1[C@@H:49]2[CH:50]=[N:51][C:52]3[CH:59]=[C:58]([O:60][CH3:61])[CH:57]=[CH:56][C:53]=3[C:54](=[O:55])[N:48]2[CH2:47][CH2:46]1)[CH2:9][CH2:10][CH2:11][O:12][CH:13]1[C@@H:17]2[CH:18]=[N:19][C:20]3[CH:27]=[C:26]([O:28][CH3:29])[CH:25]=[CH:24][C:21]=3[C:22](=[O:23])[N:16]2[CH2:15][CH2:14]1. The yield is 0.780. (4) The product is [CH3:2][O:3][C:4]1[C:17]([O:18][CH3:19])=[CH:16][CH:15]=[CH:14][C:5]=1[C:6]([CH:8]1[CH2:9][CH2:10][N:11]([C:25]([O:27][C:28]([CH3:31])([CH3:30])[CH3:29])=[O:26])[CH2:12][CH2:13]1)=[O:7]. The reactants are Cl.[CH3:2][O:3][C:4]1[C:17]([O:18][CH3:19])=[CH:16][CH:15]=[CH:14][C:5]=1[C:6]([CH:8]1[CH2:13][CH2:12][NH:11][CH2:10][CH2:9]1)=[O:7].[OH-].[Na+].C(O)C.[C:25](O[C:25]([O:27][C:28]([CH3:31])([CH3:30])[CH3:29])=[O:26])([O:27][C:28]([CH3:31])([CH3:30])[CH3:29])=[O:26]. The yield is 0.900. The catalyst is O. (5) The reactants are CC(C)(OC(=O)[NH:6][CH2:7][CH2:8][O:9][CH2:10][CH2:11][O:12][CH2:13][CH2:14][O:15][CH2:16][CH2:17][O:18][CH2:19][CH2:20][O:21][CH2:22][CH2:23][O:24][CH2:25][CH2:26][O:27][CH2:28][CH2:29][O:30][CH2:31][CH2:32][O:33][CH2:34][CH2:35][O:36][CH2:37][CH2:38][O:39][CH2:40][CH2:41][NH:42][C:43]([C:45]([CH2:62][CH2:63][CH2:64][CH2:65][CH2:66][CH2:67][CH2:68][CH2:69][CH2:70][CH2:71][CH3:72])([CH2:49][CH2:50][CH2:51][CH2:52][CH2:53][CH2:54][CH2:55][CH2:56][CH2:57][CH2:58][C:59]([OH:61])=[O:60])[C:46]([OH:48])=[O:47])=[O:44])C.C1C(=O)N(O[C:83]([C@@H:85]([NH:91][C:92]([O:94][CH2:95][C:96]2[CH:101]=[CH:100][CH:99]=[CH:98][CH:97]=2)=[O:93])[CH2:86][CH2:87][C:88]([NH2:90])=[O:89])=[O:84])C(=O)C1.CCN(C(C)C)C(C)C.O. The catalyst is C1COCC1.C(#N)C. The product is [NH2:90][C:88](=[O:89])[CH2:87][CH2:86][C@@H:85]([C:83](=[O:84])[NH:6][CH2:7][CH2:8][O:9][CH2:10][CH2:11][O:12][CH2:13][CH2:14][O:15][CH2:16][CH2:17][O:18][CH2:19][CH2:20][O:21][CH2:22][CH2:23][O:24][CH2:25][CH2:26][O:27][CH2:28][CH2:29][O:30][CH2:31][CH2:32][O:33][CH2:34][CH2:35][O:36][CH2:37][CH2:38][O:39][CH2:40][CH2:41][NH:42][C:43]([C:45]([CH2:62][CH2:63][CH2:64][CH2:65][CH2:66][CH2:67][CH2:68][CH2:69][CH2:70][CH2:71][CH3:72])([CH2:49][CH2:50][CH2:51][CH2:52][CH2:53][CH2:54][CH2:55][CH2:56][CH2:57][CH2:58][C:59]([OH:61])=[O:60])[C:46]([OH:48])=[O:47])=[O:44])[NH:91][C:92](=[O:93])[O:94][CH2:95][C:96]1[CH:97]=[CH:98][CH:99]=[CH:100][CH:101]=1. The yield is 0.460.